Dataset: Catalyst prediction with 721,799 reactions and 888 catalyst types from USPTO. Task: Predict which catalyst facilitates the given reaction. (1) Product: [CH3:18][S:17][CH2:16][C:13]1[O:12][C:11]([CH2:10][NH2:7])=[CH:15][CH:14]=1. The catalyst class is: 27. Reactant: [H-].[Li+].[Al+3].[H-].[H-].[H-].[N:7]([CH2:10][C:11]1[O:12][C:13]([CH2:16][S:17][CH3:18])=[CH:14][CH:15]=1)=[N+]=[N-]. (2) Reactant: [CH2:1]([O:3][C:4](=[O:31])[CH2:5][CH2:6][CH2:7][CH2:8][CH:9]1[CH2:14][CH2:13][N:12]([S:15]([C:18]2([C:24]([O:26]C(C)(C)C)=[O:25])[CH2:23][CH2:22][O:21][CH2:20][CH2:19]2)(=[O:17])=[O:16])[CH2:11][CH2:10]1)[CH3:2]. Product: [CH2:1]([O:3][C:4](=[O:31])[CH2:5][CH2:6][CH2:7][CH2:8][CH:9]1[CH2:14][CH2:13][N:12]([S:15]([C:18]2([C:24]([OH:26])=[O:25])[CH2:19][CH2:20][O:21][CH2:22][CH2:23]2)(=[O:17])=[O:16])[CH2:11][CH2:10]1)[CH3:2]. The catalyst class is: 55. (3) Reactant: Cl[C:2]1[C:11]2[C:6](=[CH:7][C:8]([Cl:12])=[CH:9][CH:10]=2)[N:5]=[CH:4][CH:3]=1.[C:13]1(B(O)O)[CH:18]=[CH:17][CH:16]=[CH:15][CH:14]=1.[F-].[Cs+]. Product: [Cl:12][C:8]1[CH:7]=[C:6]2[C:11]([C:2]([C:13]3[CH:18]=[CH:17][CH:16]=[CH:15][CH:14]=3)=[CH:3][CH:4]=[N:5]2)=[CH:10][CH:9]=1. The catalyst class is: 837.